From a dataset of Peptide-MHC class II binding affinity with 134,281 pairs from IEDB. Regression. Given a peptide amino acid sequence and an MHC pseudo amino acid sequence, predict their binding affinity value. This is MHC class II binding data. The peptide sequence is DWSTRLRNDGNAI. The MHC is DRB1_1501 with pseudo-sequence DRB1_1501. The binding affinity (normalized) is 0.0359.